The task is: Predict the reactants needed to synthesize the given product.. This data is from Full USPTO retrosynthesis dataset with 1.9M reactions from patents (1976-2016). (1) Given the product [CH3:12][C:13]1[CH:22]=[CH:21][C:16]([C:17]([O:19][CH3:20])=[O:18])=[CH:15][C:14]=1[C:2]1[CH:3]=[C:4]2[C:9](=[CH:10][CH:11]=1)[N:8]=[CH:7][N:6]=[CH:5]2, predict the reactants needed to synthesize it. The reactants are: Br[C:2]1[CH:3]=[C:4]2[C:9](=[CH:10][CH:11]=1)[N:8]=[CH:7][N:6]=[CH:5]2.[CH3:12][C:13]1[CH:22]=[CH:21][C:16]([C:17]([O:19][CH3:20])=[O:18])=[CH:15][C:14]=1B1OC(C)(C)C(C)(C)O1.O.C(=O)([O-])[O-].[Na+].[Na+]. (2) Given the product [O:30]=[C:7]1[CH:8]([NH:10][C:11]([C:13]2[S:29][C:16]3=[N:17][C:18]4[C:23]([CH:24]=[C:15]3[CH:14]=2)=[CH:22][C:21]([C:25]([CH3:27])([CH3:26])[CH3:28])=[CH:20][CH:19]=4)=[O:12])[CH2:9][NH:6]1, predict the reactants needed to synthesize it. The reactants are: COC1C=C(OC)C=CC=1C[N:6]1[CH2:9][CH:8]([NH:10][C:11]([C:13]2[S:29][C:16]3=[N:17][C:18]4[C:23]([CH:24]=[C:15]3[CH:14]=2)=[CH:22][C:21]([C:25]([CH3:28])([CH3:27])[CH3:26])=[CH:20][CH:19]=4)=[O:12])[C:7]1=[O:30]. (3) Given the product [O:29]=[C:28]([C:10]1[O:11][C:7]([C:2]2[CH:3]=[CH:4][CH:5]=[CH:6][N:1]=2)=[CH:8][N:9]=1)[CH2:27][CH2:26][C:22]1[CH:23]=[CH:24][CH:25]=[C:20]([O:19][CH2:12][C:13]2[CH:18]=[CH:17][CH:16]=[CH:15][CH:14]=2)[CH:21]=1, predict the reactants needed to synthesize it. The reactants are: [N:1]1[CH:6]=[CH:5][CH:4]=[CH:3][C:2]=1[C:7]1[O:11][CH:10]=[N:9][CH:8]=1.[CH2:12]([O:19][C:20]1[CH:21]=[C:22]([CH2:26][CH2:27][C:28](O)=[O:29])[CH:23]=[CH:24][CH:25]=1)[C:13]1[CH:18]=[CH:17][CH:16]=[CH:15][CH:14]=1. (4) Given the product [C:37]([C:34]1[CH:33]=[CH:32][C:31]([N:27]2[C:26]([C:24]3[C:23]([CH3:39])=[C:22]([C:40]4[CH:45]=[CH:44][CH:43]=[C:42]([C:46]([F:49])([F:47])[F:48])[CH:41]=4)[C:21]4[N:20]([N:19]=[C:18]([NH:17][C:15]([NH:14][CH:11]5[CH2:10][CH2:9][NH:8][CH2:13][CH2:12]5)=[O:16])[N:50]=4)[CH:25]=3)=[CH:30][CH:29]=[N:28]2)=[CH:36][CH:35]=1)#[N:38], predict the reactants needed to synthesize it. The reactants are: C(OC([N:8]1[CH2:13][CH2:12][CH:11]([NH:14][C:15]([NH:17][C:18]2[N:50]=[C:21]3[C:22]([C:40]4[CH:45]=[CH:44][CH:43]=[C:42]([C:46]([F:49])([F:48])[F:47])[CH:41]=4)=[C:23]([CH3:39])[C:24]([C:26]4[N:27]([C:31]5[CH:36]=[CH:35][C:34]([C:37]#[N:38])=[CH:33][CH:32]=5)[N:28]=[CH:29][CH:30]=4)=[CH:25][N:20]3[N:19]=2)=[O:16])[CH2:10][CH2:9]1)=O)(C)(C)C.C(O)(C(F)(F)F)=O.C1(C)C=CC=CC=1. (5) Given the product [C:4]([O:8][CH2:9][CH2:10][CH2:11][CH2:12][CH2:13][CH2:14][CH2:15][CH2:16][CH2:17][CH2:18][CH2:19][CH2:20][CH2:21][CH2:22][CH2:23][CH2:24][CH2:25][CH3:26])(=[O:7])[CH:5]=[CH2:6].[C:4]([O:8][CH2:9][CH2:2][OH:3])(=[O:7])[CH:5]=[CH2:6], predict the reactants needed to synthesize it. The reactants are: [N-]=[C:2]=[O:3].[C:4]([O:8][CH2:9][CH2:10][CH2:11][CH2:12][CH2:13][CH2:14][CH2:15][CH2:16][CH2:17][CH2:18][CH2:19][CH2:20][CH2:21][CH2:22][CH2:23][CH2:24][CH2:25][CH3:26])(=[O:7])[CH:5]=[CH2:6]. (6) Given the product [CH2:1]([O:8][C:9]1[CH:18]=[CH:17][C:12]([C:13]([O:15][CH3:16])=[O:14])=[CH:11][C:10]=1[N:19]([CH2:31][CH2:32][N:33]1[CH2:38][CH2:37][O:36][CH2:35][CH2:34]1)[S:20]([CH3:23])(=[O:21])=[O:22])[C:2]1[CH:7]=[CH:6][CH:5]=[CH:4][CH:3]=1, predict the reactants needed to synthesize it. The reactants are: [CH2:1]([O:8][C:9]1[CH:18]=[CH:17][C:12]([C:13]([O:15][CH3:16])=[O:14])=[CH:11][C:10]=1[NH:19][S:20]([CH3:23])(=[O:22])=[O:21])[C:2]1[CH:7]=[CH:6][CH:5]=[CH:4][CH:3]=1.C([O-])([O-])=O.[K+].[K+].Cl[CH2:31][CH2:32][N:33]1[CH2:38][CH2:37][O:36][CH2:35][CH2:34]1. (7) The reactants are: [CH3:1][N:2]1[CH2:8][CH2:7][CH:6]([OH:9])[C:5]2[S:10][CH:11]=[CH:12][C:4]=2[CH2:3]1.[Cl:13][C:14]1[C:23]2[C:18](=[CH:19][CH:20]=[CH:21][CH:22]=2)[C:17](O)=[CH:16][CH:15]=1. Given the product [ClH:13].[Cl:13][C:14]1[C:23]2[C:18](=[CH:19][CH:20]=[CH:21][CH:22]=2)[C:17]([O:9][CH:6]2[CH2:7][CH2:8][N:2]([CH3:1])[CH2:3][C:4]3[CH:12]=[CH:11][S:10][C:5]2=3)=[CH:16][CH:15]=1, predict the reactants needed to synthesize it. (8) Given the product [N:22]12[CH2:27][CH2:26][CH:25]([CH2:24][CH2:23]1)[CH:20]([NH:19][C:13]([NH:12][C:10]([C:3]1[C:2]([NH2:1])=[N:7][C:6]([NH2:8])=[C:5]([Cl:9])[N:4]=1)=[O:11])=[NH:14])[CH2:21]2, predict the reactants needed to synthesize it. The reactants are: [NH2:1][C:2]1[C:3]([C:10]([NH:12][C:13](SC)=[NH:14])=[O:11])=[N:4][C:5]([Cl:9])=[C:6]([NH2:8])[N:7]=1.Cl.Cl.[NH2:19][CH:20]1[CH:25]2[CH2:26][CH2:27][N:22]([CH2:23][CH2:24]2)[CH2:21]1.C(N(CC)CC)C. (9) Given the product [CH2:1]([N:8]1[C:13](=[O:14])[C:12]2[C:15]([CH3:18])=[N:16][O:17][C:11]=2[N:10]=[C:9]1[CH:19]([Br:27])[CH2:20][CH3:21])[C:2]1[CH:3]=[CH:4][CH:5]=[CH:6][CH:7]=1, predict the reactants needed to synthesize it. The reactants are: [CH2:1]([N:8]1[C:13](=[O:14])[C:12]2[C:15]([CH3:18])=[N:16][O:17][C:11]=2[N:10]=[C:9]1[CH2:19][CH2:20][CH3:21])[C:2]1[CH:7]=[CH:6][CH:5]=[CH:4][CH:3]=1.CC([O-])=O.[Na+].[Br:27]Br.O. (10) Given the product [N:29]1[CH:34]=[CH:33][CH:32]=[C:31]([CH2:35][O:19][C:18]([C:17]2[N:8]([CH2:1][C:2]3[CH:3]=[CH:4][CH:5]=[CH:6][CH:7]=3)[C:9](=[O:28])[C:10]3[C:15]([C:16]=2[C:21]2[CH:22]=[CH:23][CH:24]=[CH:25][CH:26]=2)=[CH:14][C:13]([Br:27])=[CH:12][CH:11]=3)=[O:20])[CH:30]=1, predict the reactants needed to synthesize it. The reactants are: [CH2:1]([N:8]1[C:17]([C:18]([OH:20])=[O:19])=[C:16]([C:21]2[CH:26]=[CH:25][CH:24]=[CH:23][CH:22]=2)[C:15]2[C:10](=[CH:11][CH:12]=[C:13]([Br:27])[CH:14]=2)[C:9]1=[O:28])[C:2]1[CH:7]=[CH:6][CH:5]=[CH:4][CH:3]=1.[N:29]1[CH:34]=[CH:33][CH:32]=[C:31]([CH2:35]O)[CH:30]=1.